Dataset: NCI-60 drug combinations with 297,098 pairs across 59 cell lines. Task: Regression. Given two drug SMILES strings and cell line genomic features, predict the synergy score measuring deviation from expected non-interaction effect. (1) Drug 1: C1CCC(C1)C(CC#N)N2C=C(C=N2)C3=C4C=CNC4=NC=N3. Drug 2: C1=CN(C(=O)N=C1N)C2C(C(C(O2)CO)O)O.Cl. Cell line: HS 578T. Synergy scores: CSS=3.66, Synergy_ZIP=-3.22, Synergy_Bliss=-0.892, Synergy_Loewe=-26.4, Synergy_HSA=-6.09. (2) Drug 1: C1=CC(=C2C(=C1NCCNCCO)C(=O)C3=C(C=CC(=C3C2=O)O)O)NCCNCCO. Drug 2: CN(C)N=NC1=C(NC=N1)C(=O)N. Cell line: SN12C. Synergy scores: CSS=42.4, Synergy_ZIP=0.0210, Synergy_Bliss=-2.85, Synergy_Loewe=-43.4, Synergy_HSA=-2.51. (3) Drug 1: C1=CN(C=N1)CC(O)(P(=O)(O)O)P(=O)(O)O. Drug 2: N.N.Cl[Pt+2]Cl. Cell line: MCF7. Synergy scores: CSS=14.3, Synergy_ZIP=-8.51, Synergy_Bliss=-0.836, Synergy_Loewe=-2.25, Synergy_HSA=-1.28. (4) Drug 1: C1=CC(=C2C(=C1NCCNCCO)C(=O)C3=C(C=CC(=C3C2=O)O)O)NCCNCCO. Drug 2: C(CN)CNCCSP(=O)(O)O. Cell line: HOP-92. Synergy scores: CSS=41.2, Synergy_ZIP=1.82, Synergy_Bliss=0.324, Synergy_Loewe=-42.1, Synergy_HSA=-0.481. (5) Drug 1: COC1=NC(=NC2=C1N=CN2C3C(C(C(O3)CO)O)O)N. Drug 2: CS(=O)(=O)OCCCCOS(=O)(=O)C. Cell line: MDA-MB-231. Synergy scores: CSS=2.14, Synergy_ZIP=0.858, Synergy_Bliss=2.75, Synergy_Loewe=-0.356, Synergy_HSA=-0.189.